From a dataset of Catalyst prediction with 721,799 reactions and 888 catalyst types from USPTO. Predict which catalyst facilitates the given reaction. (1) Reactant: [H-].[Na+].[P:3]([O-:14])([O:9][C:10]([CH3:13])([CH3:12])[CH3:11])[O:4][C:5]([CH3:8])([CH3:7])[CH3:6].[N:15]1[CH:20]=[CH:19][CH:18]=[CH:17][C:16]=1[C:21]1[CH:28]=[CH:27][C:24]([CH:25]=[O:26])=[CH:23][CH:22]=1. Product: [C:5]([O:4][P:3]([CH:25]([OH:26])[C:24]1[CH:27]=[CH:28][C:21]([C:16]2[CH:17]=[CH:18][CH:19]=[CH:20][N:15]=2)=[CH:22][CH:23]=1)(=[O:14])[O:9][C:10]([CH3:13])([CH3:12])[CH3:11])([CH3:7])([CH3:8])[CH3:6]. The catalyst class is: 1. (2) Reactant: [CH2:1]([C:8]1[CH:9]=[N:10][C:11]2[C:16]([C:17]=1[C:18]1[CH:23]=[CH:22][CH:21]=[C:20](Br)[CH:19]=1)=[CH:15][CH:14]=[CH:13][C:12]=2[C:25]([F:28])([F:27])[F:26])[C:2]1[CH:7]=[CH:6][CH:5]=[CH:4][CH:3]=1.[CH3:29][Si:30]([CH3:47])([CH3:46])[C:31]#[C:32][Sn](CCCC)(CCCC)CCCC. Product: [CH2:1]([C:8]1[CH:9]=[N:10][C:11]2[C:16]([C:17]=1[C:18]1[CH:23]=[CH:22][CH:21]=[C:20]([C:32]#[C:31][Si:30]([CH3:47])([CH3:46])[CH3:29])[CH:19]=1)=[CH:15][CH:14]=[CH:13][C:12]=2[C:25]([F:28])([F:27])[F:26])[C:2]1[CH:7]=[CH:6][CH:5]=[CH:4][CH:3]=1. The catalyst class is: 109. (3) Reactant: C([O:8][C:9]1[CH:10]=[CH:11][C:12]2[N:13]([N:17]=[CH:18][C:19]=2[C:20]([O:22][CH3:23])=[O:21])[C:14]=1[C:15]#[N:16])C1C=CC=CC=1. Product: [C:15]([C:14]1[N:13]2[N:17]=[CH:18][C:19]([C:20]([O:22][CH3:23])=[O:21])=[C:12]2[CH:11]=[CH:10][C:9]=1[OH:8])#[N:16]. The catalyst class is: 358. (4) Reactant: [CH3:1][C:2]1[CH:9]=[CH:8][C:5]([CH:6]=O)=[CH:4][CH:3]=1.[CH3:10][O:11][C:12]1[CH:17]=[CH:16][CH:15]=[CH:14][C:13]=1[CH2:18][NH2:19].C[Si]([C:24]#[N:25])(C)C. Product: [CH3:10][O:11][C:12]1[CH:17]=[CH:16][CH:15]=[CH:14][C:13]=1[CH2:18][NH:19][CH:6]([C:5]1[CH:8]=[CH:9][C:2]([CH3:1])=[CH:3][CH:4]=1)[C:24]#[N:25]. The catalyst class is: 10. (5) Reactant: [CH:1]1([C:7]2[CH:8]=[C:9]([C:17]3[N:22]=[CH:21][C:20]([CH:23]=O)=[CH:19][CH:18]=3)[CH:10]=[C:11]([N+:14]([O-:16])=[O:15])[C:12]=2[OH:13])[CH2:6][CH2:5][CH2:4][CH2:3][CH2:2]1.N1CCCCC1.C(O)(=O)C.[S:35]1[CH2:39][C:38](=[O:40])[NH:37][C:36]1=[O:41]. Product: [CH:1]1([C:7]2[CH:8]=[C:9]([C:17]3[N:22]=[CH:21][C:20]([CH:23]=[C:39]4[S:35][C:36](=[O:41])[NH:37][C:38]4=[O:40])=[CH:19][CH:18]=3)[CH:10]=[C:11]([N+:14]([O-:16])=[O:15])[C:12]=2[OH:13])[CH2:6][CH2:5][CH2:4][CH2:3][CH2:2]1. The catalyst class is: 11.